From a dataset of Peptide-MHC class I binding affinity with 185,985 pairs from IEDB/IMGT. Regression. Given a peptide amino acid sequence and an MHC pseudo amino acid sequence, predict their binding affinity value. This is MHC class I binding data. (1) The peptide sequence is VPRENATAF. The MHC is HLA-B15:01 with pseudo-sequence HLA-B15:01. The binding affinity (normalized) is 0.0847. (2) The peptide sequence is RMMGVKYLM. The MHC is HLA-B39:01 with pseudo-sequence HLA-B39:01. The binding affinity (normalized) is 0.365. (3) The peptide sequence is CINGVWCTV. The MHC is HLA-A02:01 with pseudo-sequence HLA-A02:01. The binding affinity (normalized) is 0.483. (4) The peptide sequence is LPIDKCSRI. The MHC is HLA-A02:03 with pseudo-sequence HLA-A02:03. The binding affinity (normalized) is 0. (5) The peptide sequence is EVIPYTPAM. The MHC is HLA-B07:02 with pseudo-sequence HLA-B07:02. The binding affinity (normalized) is 0.218.